Predict which catalyst facilitates the given reaction. From a dataset of Catalyst prediction with 721,799 reactions and 888 catalyst types from USPTO. (1) Reactant: [F:1][C:2]1[CH:3]=[C:4]([CH:11]([CH3:15])[C:12]([OH:14])=[O:13])[CH:5]=[CH:6][C:7]=1[N+:8]([O-:10])=[O:9].[CH3:16]O. Product: [F:1][C:2]1[CH:3]=[C:4]([CH:11]([CH3:15])[C:12]([O:14][CH3:16])=[O:13])[CH:5]=[CH:6][C:7]=1[N+:8]([O-:10])=[O:9]. The catalyst class is: 82. (2) Reactant: C(OC(N[C@@H:9]1[C:23](=[O:24])[N:22]2[CH2:25][C@H:26](O)[CH2:27][C@H:21]2[C:20](=[O:29])[NH:19][C@:18]2([C:31]([O:33]C)=[O:32])[CH2:30][C@H:17]2[CH:16]=[CH:15][CH2:14][CH2:13][CH:12]([CH3:35])[CH2:11][C@H:10]1[CH3:36])=O)(C)(C)C.FC1C2C(=CC=CC=2)C(OC)=CN=1.CC([O-])(C)C.[K+]. Product: [CH3:36][CH:10]1[CH2:9][C:23](=[O:24])[N:22]2[CH2:25][CH2:26][CH2:27][CH:21]2[C:20](=[O:29])[NH:19][C:18]2([C:31]([OH:33])=[O:32])[CH2:30][CH:17]2[CH:16]=[CH:15][CH2:14][CH2:13][CH:12]([CH3:35])[CH2:11]1. The catalyst class is: 16. (3) Reactant: Cl[C:2]1[N:7]=[N:6][C:5]([C:8]([NH2:10])=[O:9])=[C:4]([NH:11][C:12]2[CH:17]=[CH:16][C:15]([CH3:18])=[C:14]([CH:19]([CH3:21])[CH3:20])[N:13]=2)[CH:3]=1.[NH2:22][C@@H:23]1[CH2:28][CH2:27][CH2:26][CH2:25][C@@H:24]1[NH:29]C(=O)OC(C)(C)C.CN1C(=O)CCC1.C(O)(C(F)(F)F)=O. Product: [NH2:22][C@H:23]1[CH2:28][CH2:27][CH2:26][CH2:25][C@H:24]1[NH:29][C:2]1[N:7]=[N:6][C:5]([C:8]([NH2:10])=[O:9])=[C:4]([NH:11][C:12]2[CH:17]=[CH:16][C:15]([CH3:18])=[C:14]([CH:19]([CH3:21])[CH3:20])[N:13]=2)[CH:3]=1. The catalyst class is: 98. (4) Reactant: [CH3:1][C@:2]12[C@@:19]3([CH3:20])[C@@H:10]([C@:11]4([CH3:24])[C@@H:16]([CH2:17][CH2:18]3)[C:15]([CH3:22])([CH3:21])[C:14](=[O:23])[CH2:13][CH2:12]4)[CH2:9][CH2:8][C@@H:7]1[C@H:6]1[C@H:25]([C:28]([CH3:30])=[CH2:29])[CH2:26][CH2:27][C@:5]1([NH:31][C:32](=[O:38])[O:33][C:34]([CH3:37])([CH3:36])[CH3:35])[CH2:4][CH2:3]2.[F:39][C:40]([F:59])([F:58])[S:41](N(C1C=CC=CC=1)[S:41]([C:40]([F:59])([F:58])[F:39])(=[O:43])=[O:42])(=[O:43])=[O:42].C[Si]([N-][Si](C)(C)C)(C)C.[K+]. Product: [F:39][C:40]([F:59])([F:58])[S:41]([O:23][C:14]1[C:15]([CH3:21])([CH3:22])[C@H:16]2[C@:11]([CH3:24])([CH2:12][CH:13]=1)[C@@H:10]1[C@:19]([CH3:20])([C@@:2]3([CH3:1])[C@H:7]([CH2:8][CH2:9]1)[C@H:6]1[C@H:25]([C:28]([CH3:30])=[CH2:29])[CH2:26][CH2:27][C@:5]1([NH:31][C:32]([O:33][C:34]([CH3:37])([CH3:36])[CH3:35])=[O:38])[CH2:4][CH2:3]3)[CH2:18][CH2:17]2)(=[O:43])=[O:42]. The catalyst class is: 1. (5) Reactant: [CH3:1][O:2][C:3](=[O:11])[C:4]1[CH:9]=[CH:8][CH:7]=[N:6][C:5]=1F.[NH2:12][C:13]1[CH:18]=[CH:17][CH:16]=[CH:15][CH:14]=1. Product: [C:13]1([NH:12][C:5]2[N:6]=[CH:7][CH:8]=[CH:9][C:4]=2[C:3]([O:2][CH3:1])=[O:11])[CH:18]=[CH:17][CH:16]=[CH:15][CH:14]=1. The catalyst class is: 2. (6) Reactant: C(OC(=O)/[C:7](/[C:25]#[N:26])=[CH:8]\[NH:9][C:10]1[S:11][CH:12]=[C:13]([C:20]2[O:21][CH:22]=[CH:23][CH:24]=2)[C:14]=1[C:15]([O:17]CC)=O)(C)(C)C.C(#N)C.C(O)(C(F)(F)F)=O. Product: [O:21]1[CH:22]=[CH:23][CH:24]=[C:20]1[C:13]1[C:14]2[C:15](=[O:17])[C:7]([C:25]#[N:26])=[CH:8][NH:9][C:10]=2[S:11][CH:12]=1. The catalyst class is: 6. (7) Reactant: [Cl:1][C:2]1[CH:10]=[C:9]([C:11]([NH:13][CH:14]([C:16]2[NH:20][C:19]3[CH:21]=[CH:22][C:23]([Cl:25])=[CH:24][C:18]=3[N:17]=2)[CH3:15])=[O:12])[CH:8]=[CH:7][C:3]=1[C:4](O)=[O:5].[NH2:26][CH2:27][CH:28]1[CH2:33][CH2:32][CH2:31][NH:30][CH2:29]1.C(N(C(C)C)CC)(C)C.ClCl. Product: [NH2:26][CH2:27][CH:28]1[CH2:33][CH2:32][CH2:31][N:30]([C:4]([C:3]2[CH:7]=[CH:8][C:9]([C:11]([NH:13][CH:14]([C:16]3[NH:20][C:19]4[CH:21]=[CH:22][C:23]([Cl:25])=[CH:24][C:18]=4[N:17]=3)[CH3:15])=[O:12])=[CH:10][C:2]=2[Cl:1])=[O:5])[CH2:29]1. The catalyst class is: 16.